From a dataset of Catalyst prediction with 721,799 reactions and 888 catalyst types from USPTO. Predict which catalyst facilitates the given reaction. The catalyst class is: 19. Reactant: [CH3:1][N:2]([CH3:18])[C:3]1[N:8]=[C:7]([NH:9][CH:10]([CH2:13][CH3:14])[CH2:11][CH3:12])[C:6]([N+:15]([O-])=O)=[CH:5][CH:4]=1.C1N=CN([C:24](N2C=NC=C2)=[O:25])C=1. Product: [CH3:1][N:2]([CH3:18])[C:3]1[N:8]=[C:7]2[N:9]([CH:10]([CH2:13][CH3:14])[CH2:11][CH3:12])[C:24]([OH:25])=[N:15][C:6]2=[CH:5][CH:4]=1.